From a dataset of Forward reaction prediction with 1.9M reactions from USPTO patents (1976-2016). Predict the product of the given reaction. (1) Given the reactants Cl.[Cl:2][C:3]1[C:4]([CH2:9][NH2:10])=[N:5][CH:6]=[CH:7][N:8]=1.Cl.CN(C)CCCN=C=NCC.C(N(CC)C(C)C)(C)C.[CH2:32]([O:39][C:40]([NH:42][CH2:43][C@H:44]1[CH2:49][CH2:48][C@H:47]([C:50](O)=[O:51])[CH2:46][CH2:45]1)=[O:41])[C:33]1[CH:38]=[CH:37][CH:36]=[CH:35][CH:34]=1, predict the reaction product. The product is: [CH2:32]([O:39][C:40](=[O:41])[NH:42][CH2:43][C@H:44]1[CH2:49][CH2:48][C@H:47]([C:50](=[O:51])[NH:10][CH2:9][C:4]2[C:3]([Cl:2])=[N:8][CH:7]=[CH:6][N:5]=2)[CH2:46][CH2:45]1)[C:33]1[CH:38]=[CH:37][CH:36]=[CH:35][CH:34]=1. (2) Given the reactants [Br:1][CH2:2][C:3]([CH:5]1[CH2:10][CH2:9][O:8][CH2:7][CH2:6]1)=[O:4].[N:11]1[CH:16]=[CH:15][CH:14]=[CH:13][C:12]=1[CH3:17], predict the reaction product. The product is: [Br-:1].[CH3:17][C:12]1[CH:13]=[CH:14][CH:15]=[CH:16][N+:11]=1[CH2:2][C:3](=[O:4])[CH:5]1[CH2:10][CH2:9][O:8][CH2:7][CH2:6]1. (3) Given the reactants [C:1](Cl)(Cl)=[S:2].[C:5]([C:7]1([NH:12][C:13]2[CH:22]=[CH:21][C:16]([C:17]([NH:19][CH3:20])=[O:18])=[C:15]([F:23])[CH:14]=2)[CH2:11][CH2:10][CH2:9][CH2:8]1)#[N:6].N[C:25]1[CH:26]=[C:27]([CH3:33])[C:28]([C:31]#[N:32])=[N:29][CH:30]=1.Cl.CC(N(C)C)=[O:37], predict the reaction product. The product is: [C:31]([C:28]1[N:29]=[CH:30][C:25]([N:6]2[C:5](=[O:37])[C:7]3([CH2:8][CH2:9][CH2:10][CH2:11]3)[N:12]([C:13]3[CH:22]=[CH:21][C:16]([C:17]([NH:19][CH3:20])=[O:18])=[C:15]([F:23])[CH:14]=3)[C:1]2=[S:2])=[CH:26][C:27]=1[CH3:33])#[N:32].